This data is from NCI-60 drug combinations with 297,098 pairs across 59 cell lines. The task is: Regression. Given two drug SMILES strings and cell line genomic features, predict the synergy score measuring deviation from expected non-interaction effect. Cell line: UACC-257. Drug 1: CC1=C(C=C(C=C1)NC2=NC=CC(=N2)N(C)C3=CC4=NN(C(=C4C=C3)C)C)S(=O)(=O)N.Cl. Drug 2: CCCCCOC(=O)NC1=NC(=O)N(C=C1F)C2C(C(C(O2)C)O)O. Synergy scores: CSS=3.57, Synergy_ZIP=1.65, Synergy_Bliss=2.14, Synergy_Loewe=1.09, Synergy_HSA=1.22.